The task is: Predict the reaction yield, written as a fraction of the theoretical maximum amount of product (1.0 means a 100% yield; for example, 0.34 means a 34% yield).. This data is from Reaction yield outcomes from USPTO patents with 853,638 reactions. (1) The product is [CH3:17][C:18]1[N:19]=[C:20]([N:26]2[CH2:30][CH2:29][N:28]([CH2:31][CH2:32][CH2:33][C:34]([F:35])([F:36])[F:37])[C:27]2=[O:38])[S:21][C:22]=1[C:23]([NH:16][CH2:15][C:13]1[N:12]=[CH:11][O:10][CH:14]=1)=[O:24]. The reactants are FC1C=C(CN)C=NC=1.[O:10]1[CH:14]=[C:13]([CH2:15][NH2:16])[N:12]=[CH:11]1.[CH3:17][C:18]1[N:19]=[C:20]([N:26]2[CH2:30][CH2:29][N:28]([CH2:31][CH2:32][CH2:33][C:34]([F:37])([F:36])[F:35])[C:27]2=[O:38])[S:21][C:22]=1[C:23](O)=[O:24]. No catalyst specified. The yield is 0.480. (2) The reactants are Cl.[Cl:2][C:3]1[CH:4]=[C:5]([N:10]2[C:15](=[O:16])[CH:14]=[C:13]([O:17][CH:18]3[CH2:23][CH2:22][NH:21][CH2:20][CH2:19]3)[C:12]([C:24]#[N:25])=[N:11]2)[CH:6]=[CH:7][C:8]=1[Cl:9].CCN(C(C)C)C(C)C.Cl[C:36]1[N:41]=[CH:40][C:39]([CH:42]2[CH2:44][CH2:43]2)=[CH:38][N:37]=1.CCOC(C)=O. The catalyst is CN1C(=O)CCC1. The product is [CH:42]1([C:39]2[CH:38]=[N:37][C:36]([N:21]3[CH2:20][CH2:19][CH:18]([O:17][C:13]4[C:12]([C:24]#[N:25])=[N:11][N:10]([C:5]5[CH:6]=[CH:7][C:8]([Cl:9])=[C:3]([Cl:2])[CH:4]=5)[C:15](=[O:16])[CH:14]=4)[CH2:23][CH2:22]3)=[N:41][CH:40]=2)[CH2:44][CH2:43]1. The yield is 0.388. (3) The reactants are [N:1]1[CH:6]=[CH:5][C:4]([CH2:7][OH:8])=[CH:3][CH:2]=1.C1(P(C2C=CC=CC=2)C2C=CC=CC=2)C=CC=CC=1.CCOC(/N=N/C(OCC)=O)=O.[CH3:40][O:41][C:42]1[C:43]([CH3:70])=[C:44]([C:61]([O:68][CH3:69])=[C:62]([O:66][CH3:67])[C:63]=1[O:64][CH3:65])[CH2:45][C:46]1[CH:47]=[CH:48][C:49](O)=[C:50]([CH:59]=1)[C:51]([N:53]1[CH2:58][CH2:57][CH2:56][CH2:55][CH2:54]1)=[O:52].[OH-].[Na+]. The catalyst is C1C=CC=CC=1. The product is [CH3:40][O:41][C:42]1[C:43]([CH3:70])=[C:44]([C:61]([O:68][CH3:69])=[C:62]([O:66][CH3:67])[C:63]=1[O:64][CH3:65])[CH2:45][C:46]1[CH:47]=[CH:48][C:49]([O:8][CH2:7][C:4]2[CH:5]=[CH:6][N:1]=[CH:2][CH:3]=2)=[C:50]([CH:59]=1)[C:51]([N:53]1[CH2:58][CH2:57][CH2:56][CH2:55][CH2:54]1)=[O:52]. The yield is 0.620. (4) The yield is 0.600. The reactants are [C:1]([O:5][C:6]([NH:8][C:9]1[CH:13]=[CH:12][S:11][C:10]=1I)=[O:7])([CH3:4])([CH3:3])[CH3:2].[Br:15][C:16]1[CH:21]=[CH:20][C:19](B(O)O)=[CH:18][CH:17]=1.C([O-])([O-])=O.[Na+].[Na+]. The catalyst is C1C=CC([P]([Pd]([P](C2C=CC=CC=2)(C2C=CC=CC=2)C2C=CC=CC=2)([P](C2C=CC=CC=2)(C2C=CC=CC=2)C2C=CC=CC=2)[P](C2C=CC=CC=2)(C2C=CC=CC=2)C2C=CC=CC=2)(C2C=CC=CC=2)C2C=CC=CC=2)=CC=1. The product is [C:1]([O:5][C:6]([NH:8][C:9]1[CH:13]=[CH:12][S:11][C:10]=1[C:19]1[CH:20]=[CH:21][C:16]([Br:15])=[CH:17][CH:18]=1)=[O:7])([CH3:4])([CH3:3])[CH3:2].